From a dataset of Forward reaction prediction with 1.9M reactions from USPTO patents (1976-2016). Predict the product of the given reaction. (1) Given the reactants [CH:1]1([N:5]2[CH2:11][CH2:10][C:9]3[CH:12]=[CH:13][C:14]([CH2:16][NH:17]C(=O)OC(C)(C)C)=[CH:15][C:8]=3[CH2:7][CH2:6]2)[CH2:4][CH2:3][CH2:2]1.[ClH:25], predict the reaction product. The product is: [ClH:25].[ClH:25].[CH:1]1([N:5]2[CH2:11][CH2:10][C:9]3[CH:12]=[CH:13][C:14]([CH2:16][NH2:17])=[CH:15][C:8]=3[CH2:7][CH2:6]2)[CH2:4][CH2:3][CH2:2]1. (2) Given the reactants C1CN([P+](ON2[N:26]=[N:25][C:20]3[CH:21]=[CH:22][CH:23]=[CH:24][C:19]2=3)(N2CCCC2)N2CCCC2)CC1.F[P-](F)(F)(F)(F)F.[CH:34]1[CH:35]=[CH:36][C:37]2N(O)N=N[C:38]=2[CH:39]=1.[CH:44](N(CC)C(C)C)([CH3:46])[CH3:45].[Cl-:53].[NH4+].C[N:56]([CH:58]=[O:59])C, predict the reaction product. The product is: [Cl:53][C:38]1[CH:37]=[CH:36][CH:35]=[CH:34][C:39]=1[C:22]1[CH:23]=[CH:24][CH:19]=[C:20]([N:25]2[CH:46]=[C:44]([C:58]([NH2:56])=[O:59])[CH:45]=[N:26]2)[CH:21]=1. (3) Given the reactants [CH3:1][O:2][C:3](=[O:12])[CH2:4][C:5]1[CH:10]=[CH:9][C:8](Br)=[CH:7][CH:6]=1.C1(P(C2CCCCC2)C2C=CC=CC=2C2C(OC)=CC=CC=2OC)CCCCC1.P([O-])([O-])([O-])=O.[K+].[K+].[K+].[CH2:50]([C:52]([C:71]1[CH:84]=[CH:83][C:74]([O:75][CH2:76][CH:77]([OH:82])[C:78]([CH3:81])([CH3:80])[CH3:79])=[C:73]([CH3:85])[CH:72]=1)([C:55]1[CH:60]=[CH:59][C:58](B2OC(C)(C)C(C)(C)O2)=[C:57]([CH3:70])[CH:56]=1)[CH2:53][CH3:54])[CH3:51].C(=O)(O)[O-].[Na+], predict the reaction product. The product is: [CH3:1][O:2][C:3](=[O:12])[CH2:4][C:5]1[CH:10]=[CH:9][C:8]([C:58]2[CH:59]=[CH:60][C:55]([C:52]([CH2:50][CH3:51])([C:71]3[CH:84]=[CH:83][C:74]([O:75][CH2:76][CH:77]([OH:82])[C:78]([CH3:80])([CH3:81])[CH3:79])=[C:73]([CH3:85])[CH:72]=3)[CH2:53][CH3:54])=[CH:56][C:57]=2[CH3:70])=[CH:7][CH:6]=1. (4) Given the reactants [F:1][C:2]1[CH:7]=[CH:6][C:5]([CH:8]([C:10]2[CH:15]=[CH:14][C:13]([F:16])=[CH:12][CH:11]=2)O)=[C:4]([CH3:17])[CH:3]=1.[Cl-].[In+3].[Cl-].[Cl-].ClC1C=C(Cl)C=CC=1C([C:34]1[C:42]2[C:37](=[C:38]([CH2:44][S:45][CH3:46])[CH:39]=[C:40](F)[CH:41]=2)[NH:36][CH:35]=1)CCO.O, predict the reaction product. The product is: [F:1][C:2]1[CH:7]=[CH:6][C:5]([CH:8]([C:10]2[CH:15]=[CH:14][C:13]([F:16])=[CH:12][CH:11]=2)[C:34]2[C:42]3[C:37](=[C:38]([CH2:44][S:45][CH3:46])[CH:39]=[CH:40][CH:41]=3)[NH:36][CH:35]=2)=[C:4]([CH3:17])[CH:3]=1.